Dataset: Peptide-MHC class II binding affinity with 134,281 pairs from IEDB. Task: Regression. Given a peptide amino acid sequence and an MHC pseudo amino acid sequence, predict their binding affinity value. This is MHC class II binding data. (1) The peptide sequence is FRKEIGRMLNILNRR. The MHC is DRB1_0401 with pseudo-sequence DRB1_0401. The binding affinity (normalized) is 0.871. (2) The peptide sequence is FDPYKATISATPESA. The MHC is HLA-DQA10401-DQB10402 with pseudo-sequence HLA-DQA10401-DQB10402. The binding affinity (normalized) is 0.681. (3) The peptide sequence is KTMAVCTNAKVTAKG. The MHC is DRB1_1602 with pseudo-sequence DRB1_1602. The binding affinity (normalized) is 0.341. (4) The peptide sequence is VGQMLMLVNDRLLDI. The MHC is DRB1_0301 with pseudo-sequence DRB1_0301. The binding affinity (normalized) is 0.859. (5) The peptide sequence is SVAYKAAVGATPEAK. The MHC is HLA-DPA10201-DPB10101 with pseudo-sequence HLA-DPA10201-DPB10101. The binding affinity (normalized) is 0.368. (6) The peptide sequence is PELKPGESRHTSDHM. The MHC is DRB1_1501 with pseudo-sequence DRB1_1501. The binding affinity (normalized) is 0.177. (7) The peptide sequence is CDKFLANVSTVLTGK. The MHC is DRB1_1302 with pseudo-sequence DRB1_1302. The binding affinity (normalized) is 0.892. (8) The peptide sequence is GELQIVDPIDAAFKI. The MHC is DRB3_0202 with pseudo-sequence DRB3_0202. The binding affinity (normalized) is 0.0891.